From a dataset of NCI-60 drug combinations with 297,098 pairs across 59 cell lines. Regression. Given two drug SMILES strings and cell line genomic features, predict the synergy score measuring deviation from expected non-interaction effect. (1) Drug 1: CC1OCC2C(O1)C(C(C(O2)OC3C4COC(=O)C4C(C5=CC6=C(C=C35)OCO6)C7=CC(=C(C(=C7)OC)O)OC)O)O. Drug 2: CC1C(C(CC(O1)OC2CC(CC3=C2C(=C4C(=C3O)C(=O)C5=C(C4=O)C(=CC=C5)OC)O)(C(=O)C)O)N)O.Cl. Cell line: MDA-MB-231. Synergy scores: CSS=30.6, Synergy_ZIP=2.03, Synergy_Bliss=6.58, Synergy_Loewe=8.26, Synergy_HSA=9.60. (2) Drug 1: CN1C2=C(C=C(C=C2)N(CCCl)CCCl)N=C1CCCC(=O)O.Cl. Drug 2: COCCOC1=C(C=C2C(=C1)C(=NC=N2)NC3=CC=CC(=C3)C#C)OCCOC.Cl. Cell line: HCT116. Synergy scores: CSS=8.40, Synergy_ZIP=9.28, Synergy_Bliss=2.15, Synergy_Loewe=1.67, Synergy_HSA=0.168.